Dataset: Forward reaction prediction with 1.9M reactions from USPTO patents (1976-2016). Task: Predict the product of the given reaction. (1) Given the reactants [CH3:1][O:2][C:3]1[C:8]2[N:9]=[C:10]([NH2:12])[S:11][C:7]=2[C:6]([N:13]([CH2:15][CH2:16][O:17][CH3:18])[CH3:14])=[CH:5][CH:4]=1.C(N(C(C)C)C(C)C)C.[Cl:28][CH2:29][C:30]1[CH:38]=[CH:37][C:33]([C:34](Cl)=[O:35])=[CH:32][CH:31]=1, predict the reaction product. The product is: [Cl:28][CH2:29][C:30]1[CH:38]=[CH:37][C:33]([C:34]([NH:12][C:10]2[S:11][C:7]3[C:6]([N:13]([CH2:15][CH2:16][O:17][CH3:18])[CH3:14])=[CH:5][CH:4]=[C:3]([O:2][CH3:1])[C:8]=3[N:9]=2)=[O:35])=[CH:32][CH:31]=1. (2) Given the reactants FC1C=C([C:12]2[N:17]=[C:16]3[N:18]([CH2:21][C:22]4[CH:23]=[C:24]5[C:29](=[CH:30][CH:31]=4)[N:28]=[CH:27][CH:26]=[CH:25]5)[N:19]=[N:20][C:15]3=[CH:14][CH:13]=2)C=CC=1C(NC)=O.[F:32][C:33]1[CH:34]=[C:35](B(O)O)[CH:36]=[C:37]([F:43])[C:38]=1[C:39]([O:41][CH3:42])=[O:40].C([O-])(=O)C.[K+].OCCNC(=O)C1C=CC(C2N=C3N(CC4C=C5C(=CC=4)N=CC=C5)N=NC3=CC=2)=CC=1, predict the reaction product. The product is: [F:32][C:33]1[CH:34]=[C:35]([C:12]2[N:17]=[C:16]3[N:18]([CH2:21][C:22]4[CH:23]=[C:24]5[C:29](=[CH:30][CH:31]=4)[N:28]=[CH:27][CH:26]=[CH:25]5)[N:19]=[N:20][C:15]3=[CH:14][CH:13]=2)[CH:36]=[C:37]([F:43])[C:38]=1[C:39]([O:41][CH3:42])=[O:40]. (3) Given the reactants [F:1][C:2]1[CH:7]=[CH:6][C:5]([C:8]2([OH:33])[CH2:13][CH2:12][N:11]([C:14]([C:16]3[CH:17]=[C:18]4[C:22](=[CH:23][CH:24]=3)[NH:21][C:20]3[C:25]5[NH:32][N:31]=[CH:30][C:26]=5[CH2:27][CH2:28][CH2:29][C:19]4=3)=[O:15])[CH2:10][CH2:9]2)=[CH:4][CH:3]=1.[CH3:34][S:35](O)(=[O:37])=[O:36], predict the reaction product. The product is: [CH3:34][S:35]([O:33][C:8]1([C:5]2[CH:4]=[CH:3][C:2]([F:1])=[CH:7][CH:6]=2)[CH2:13][CH2:12][N:11]([C:14]([C:16]2[CH:17]=[C:18]3[C:22](=[CH:23][CH:24]=2)[NH:21][C:20]2[C:25]4[NH:32][N:31]=[CH:30][C:26]=4[CH2:27][CH2:28][CH2:29][C:19]3=2)=[O:15])[CH2:10][CH2:9]1)(=[O:37])=[O:36]. (4) Given the reactants [NH2:1][C@H:2]1[CH2:6][CH2:5][N:4]([C:7]2[N:12]=[CH:11][C:10]([N:13]([CH3:33])[C:14](=[O:32])[C:15]([C:18]3[CH:23]=[C:22]([C:24]([F:27])([F:26])[F:25])[CH:21]=[C:20]([C:28]([F:31])([F:30])[F:29])[CH:19]=3)([CH3:17])[CH3:16])=[C:9]([C:34]3[CH:39]=[CH:38][C:37]([F:40])=[CH:36][C:35]=3[CH3:41])[CH:8]=2)[CH2:3]1.C(N(CC)C(C)C)(C)C.[CH3:51][S:52](Cl)(=[O:54])=[O:53], predict the reaction product. The product is: [F:27][C:24]([F:25])([F:26])[C:22]1[CH:23]=[C:18]([C:15]([CH3:16])([CH3:17])[C:14]([N:13]([C:10]2[CH:11]=[N:12][C:7]([N:4]3[CH2:5][CH2:6][C@H:2]([NH:1][S:52]([CH3:51])(=[O:54])=[O:53])[CH2:3]3)=[CH:8][C:9]=2[C:34]2[CH:39]=[CH:38][C:37]([F:40])=[CH:36][C:35]=2[CH3:41])[CH3:33])=[O:32])[CH:19]=[C:20]([C:28]([F:29])([F:30])[F:31])[CH:21]=1.